From a dataset of Full USPTO retrosynthesis dataset with 1.9M reactions from patents (1976-2016). Predict the reactants needed to synthesize the given product. (1) Given the product [CH3:18][C@:11]1([CH2:10][OH:9])[CH:17]=[CH:16][CH2:15][CH2:14][CH2:13][O:12]1, predict the reactants needed to synthesize it. The reactants are: C([O:9][CH2:10][C@@:11]1([CH3:18])[CH:17]=[CH:16][CH2:15][CH2:14][CH2:13][O:12]1)(=O)C1C=CC=CC=1.[OH-].[Na+]. (2) Given the product [CH3:30][O:31][C:32]1[CH:33]=[CH:34][C:35]([S:38]([N:4]2[CH2:3][CH2:2][N:1]([C:7]3[N:12]=[C:11]([NH:13][C:14]4[CH:19]=[CH:18][C:17]([CH3:20])=[CH:16][CH:15]=4)[CH:10]=[C:9]([CH2:21][CH2:22][CH3:23])[N:8]=3)[CH2:6][CH2:5]2)(=[O:40])=[O:39])=[CH:36][CH:37]=1, predict the reactants needed to synthesize it. The reactants are: [N:1]1([C:7]2[N:12]=[C:11]([NH:13][C:14]3[CH:19]=[CH:18][C:17]([CH3:20])=[CH:16][CH:15]=3)[CH:10]=[C:9]([CH2:21][CH2:22][CH3:23])[N:8]=2)[CH2:6][CH2:5][NH:4][CH2:3][CH2:2]1.N1C=CC=CC=1.[CH3:30][O:31][C:32]1[CH:37]=[CH:36][C:35]([S:38](Cl)(=[O:40])=[O:39])=[CH:34][CH:33]=1. (3) Given the product [ClH:18].[CH3:17][O:16][C@@H:4]1[C@H:3]([CH2:2][OH:1])[CH2:8][CH2:7][NH:6][CH2:5]1, predict the reactants needed to synthesize it. The reactants are: [OH:1][CH2:2][C@@H:3]1[CH2:8][CH2:7][N:6](C(OC(C)(C)C)=O)[CH2:5][C@@H:4]1[O:16][CH3:17].[ClH:18].C(OCC)C. (4) The reactants are: [F:1][C:2]1[CH:3]=[C:4]([CH:7]=[CH:8][C:9]=1[N:10]1[CH2:15][CH2:14][NH:13][CH2:12][CH2:11]1)[CH:5]=[O:6].Br[CH:17]([C:25]1[CH:30]=[CH:29][CH:28]=[CH:27][CH:26]=1)[C:18]([N:20]([CH2:23][CH3:24])[CH2:21][CH3:22])=[O:19]. Given the product [CH2:23]([N:20]([CH2:21][CH3:22])[C:18](=[O:19])[CH:17]([N:13]1[CH2:14][CH2:15][N:10]([C:9]2[CH:8]=[CH:7][C:4]([CH:5]=[O:6])=[CH:3][C:2]=2[F:1])[CH2:11][CH2:12]1)[C:25]1[CH:30]=[CH:29][CH:28]=[CH:27][CH:26]=1)[CH3:24], predict the reactants needed to synthesize it. (5) Given the product [Br:1][C:2]1[CH:3]=[C:4]2[C:8](=[CH:9][C:10]=1[CH3:11])[N:7]([CH2:19][CH2:20][CH2:21][C:22]([O:24][CH2:25][CH3:26])=[O:23])[N:6]=[CH:5]2, predict the reactants needed to synthesize it. The reactants are: [Br:1][C:2]1[CH:3]=[C:4]2[C:8](=[CH:9][C:10]=1[CH3:11])[NH:7][N:6]=[CH:5]2.C(=O)([O-])[O-].[Cs+].[Cs+].Br[CH2:19][CH2:20][CH2:21][C:22]([O:24][CH2:25][CH3:26])=[O:23]. (6) Given the product [OH:4][C:3]1[CH:5]=[CH:6][CH:7]=[CH:8][C:2]=1/[CH:1]=[C:18]1/[C:16](=[O:17])[N:15]=[C:13]([NH:11][CH3:10])[S:12]/1, predict the reactants needed to synthesize it. The reactants are: [CH:1](=O)[C:2]1[C:3](=[CH:5][CH:6]=[CH:7][CH:8]=1)[OH:4].[CH3:10][NH2:11].[S:12]1[CH2:18][C:16](=[O:17])[NH:15][C:13]1=S. (7) Given the product [ClH:1].[NH:2]1[C:6]2[CH:7]=[CH:8][CH:9]=[CH:10][C:5]=2[N:4]=[C:3]1[C@H:11]([NH:21][C:29]([NH:28][CH:22]1[CH2:27][CH2:26][CH2:25][CH2:24][CH2:23]1)=[O:30])[CH2:12][C:13]1[CH:18]=[CH:17][C:16]([O:19][CH3:20])=[CH:15][CH:14]=1, predict the reactants needed to synthesize it. The reactants are: [ClH:1].[NH:2]1[C:6]2[CH:7]=[CH:8][CH:9]=[CH:10][C:5]=2[N:4]=[C:3]1[C@H:11]([NH2:21])[CH2:12][C:13]1[CH:18]=[CH:17][C:16]([O:19][CH3:20])=[CH:15][CH:14]=1.[CH:22]1([NH2:28])[CH2:27][CH2:26][CH2:25][CH2:24][CH2:23]1.[C:29](O)(C(F)(F)F)=[O:30].